This data is from Catalyst prediction with 721,799 reactions and 888 catalyst types from USPTO. The task is: Predict which catalyst facilitates the given reaction. Reactant: [C:1](/[C:3](=[CH:9]\[NH:10][C:11]1[CH:16]=[CH:15][C:14]([N+:17]([O-:19])=[O:18])=[CH:13][CH:12]=1)/[C:4]([O:6]CC)=O)#[N:2].C1C=CC(C2C=CC=CC=2)=CC=1.C1C=CC(OC2C=CC=CC=2)=CC=1. Product: [OH:6][C:4]1[C:12]2[C:11](=[CH:16][CH:15]=[C:14]([N+:17]([O-:19])=[O:18])[CH:13]=2)[N:10]=[CH:9][C:3]=1[C:1]#[N:2]. The catalyst class is: 81.